Task: Predict the product of the given reaction.. Dataset: Forward reaction prediction with 1.9M reactions from USPTO patents (1976-2016) (1) Given the reactants [CH3:1][O:2][C:3](=[O:18])[C:4]1[CH:13]=[C:12]([S:14](Cl)(=[O:16])=[O:15])[CH:11]=[C:6]([C:7]([O:9]C)=[O:8])[CH:5]=1.[CH3:19][NH:20][CH3:21].[OH-].[Na+].Cl, predict the reaction product. The product is: [CH3:1][O:2][C:3](=[O:18])[C:4]1[CH:13]=[C:12]([S:14](=[O:16])(=[O:15])[N:20]([CH3:21])[CH3:19])[CH:11]=[C:6]([C:7]([OH:9])=[O:8])[CH:5]=1. (2) The product is: [NH2:15][C:12]1[CH:13]=[CH:14][C:9]([O:8][CH2:1][C:2]2[CH:3]=[CH:4][CH:5]=[CH:6][CH:7]=2)=[C:10]([NH:18][CH:19]=[O:20])[CH:11]=1. Given the reactants [CH2:1]([O:8][C:9]1[CH:14]=[CH:13][C:12]([N+:15]([O-])=O)=[CH:11][C:10]=1[NH:18][CH:19]=[O:20])[C:2]1[CH:7]=[CH:6][CH:5]=[CH:4][CH:3]=1, predict the reaction product. (3) Given the reactants [C:1](=O)(O)[O-].[Na+].[S:6]([O-:9])([O-])=[O:7].[Na+].[Na+].[O:12]=[C:13]1[C:22]2[C:17](=[CH:18][CH:19]=[CH:20][CH:21]=2)[C:16]([C:23]([OH:25])=[O:24])=[CH:15][NH:14]1.Cl, predict the reaction product. The product is: [CH3:1][S:6]([C:20]1[CH:21]=[C:22]2[C:17]([C:16]([C:23]([OH:25])=[O:24])=[CH:15][NH:14][C:13]2=[O:12])=[CH:18][CH:19]=1)(=[O:9])=[O:7]. (4) Given the reactants [F:1][C:2]1[CH:7]=[CH:6][C:5]([S:8]([NH:11][C:12]2[CH:13]=[C:14]3[C:18](=[CH:19][CH:20]=2)[N:17]([CH3:21])[CH:16]=[C:15]3[CH:22]2[CH2:27][CH2:26][NH:25][CH2:24][CH2:23]2)(=[O:10])=[O:9])=[CH:4][CH:3]=1.[F:28][C:29]([F:37])([F:36])[C@H:30]([OH:35])[CH2:31][C:32](O)=[O:33].CN(CCCN=C=N)C.ON1C2C=CC=CC=2N=N1.C(N(CC)CC)C, predict the reaction product. The product is: [F:1][C:2]1[CH:7]=[CH:6][C:5]([S:8]([NH:11][C:12]2[CH:13]=[C:14]3[C:18](=[CH:19][CH:20]=2)[N:17]([CH3:21])[CH:16]=[C:15]3[CH:22]2[CH2:27][CH2:26][N:25]([C:32](=[O:33])[CH2:31][C@@H:30]([OH:35])[C:29]([F:37])([F:36])[F:28])[CH2:24][CH2:23]2)(=[O:9])=[O:10])=[CH:4][CH:3]=1. (5) Given the reactants [Br:1][C:2]1[CH:3]=[C:4]([CH2:12][CH2:13][CH2:14][CH2:15]Br)[N:5]2[C:10]=1[C:9]([NH2:11])=[N:8][CH:7]=[N:6]2.[NH:17]1[CH2:21][CH2:20][CH2:19][CH2:18]1.C(N(CC)CC)C.[I-].[Na+], predict the reaction product. The product is: [Br:1][C:2]1[CH:3]=[C:4]([CH2:12][CH2:13][CH2:14][CH2:15][N:17]2[CH2:21][CH2:20][CH2:19][CH2:18]2)[N:5]2[C:10]=1[C:9]([NH2:11])=[N:8][CH:7]=[N:6]2. (6) Given the reactants [CH3:1][C:2]1([CH3:26])[CH2:11][CH2:10][C:9]([CH3:13])([CH3:12])[C:8]2[CH:7]=[C:6]([C:14]3[N:15]=[C:16]([N:19]4[CH2:24][CH2:23][CH:22]([NH2:25])[CH2:21][CH2:20]4)[S:17][CH:18]=3)[CH:5]=[CH:4][C:3]1=2.[O:27]1[CH2:31][CH:28]1[CH2:29][OH:30], predict the reaction product. The product is: [CH3:1][C:2]1([CH3:26])[CH2:11][CH2:10][C:9]([CH3:12])([CH3:13])[C:8]2[CH:7]=[C:6]([C:14]3[N:15]=[C:16]([N:19]4[CH2:24][CH2:23][CH:22]([NH:25][CH2:31][CH:28]([OH:27])[CH2:29][OH:30])[CH2:21][CH2:20]4)[S:17][CH:18]=3)[CH:5]=[CH:4][C:3]1=2.